From a dataset of Forward reaction prediction with 1.9M reactions from USPTO patents (1976-2016). Predict the product of the given reaction. (1) Given the reactants [N:1]1[CH:6]=[CH:5][CH:4]=[C:3]2[CH2:7][CH2:8][CH2:9][CH2:10][C:11](=[O:12])[C:2]=12.O.C1(C)C=CC(S(O)(=O)=O)=CC=1.N1CCCC1.[C:30]([O:34][CH2:35][CH3:36])(=[O:33])[CH:31]=[CH2:32], predict the reaction product. The product is: [O:12]=[C:11]1[C:2]2=[N:1][CH:6]=[CH:5][CH:4]=[C:3]2[CH2:7][CH2:8][CH2:9][CH:10]1[CH2:32][CH2:31][C:30]([O:34][CH2:35][CH3:36])=[O:33]. (2) Given the reactants [CH3:1][C:2]#[N:3].[Li]CCCC.CO[C:11](=[O:26])[CH2:12][CH:13]1[CH2:18][CH2:17][N:16]([C:19]([O:21][C:22]([CH3:25])([CH3:24])[CH3:23])=[O:20])[CH2:15][CH2:14]1.Cl, predict the reaction product. The product is: [C:22]([O:21][C:19]([N:16]1[CH2:15][CH2:14][CH:13]([CH2:12][C:11](=[O:26])[CH2:1][C:2]#[N:3])[CH2:18][CH2:17]1)=[O:20])([CH3:23])([CH3:24])[CH3:25]. (3) Given the reactants [CH2:1]([O:4][C:5]1[CH:10]=[CH:9][CH:8]=[CH:7][C:6]=1[CH2:11]O)[CH:2]=[CH2:3].[Cl:13]P(Cl)(C1C=CC=CC=1)(C1C=CC=CC=1)C1C=CC=CC=1, predict the reaction product. The product is: [CH2:1]([O:4][C:5]1[CH:10]=[CH:9][CH:8]=[CH:7][C:6]=1[CH2:11][Cl:13])[CH:2]=[CH2:3]. (4) Given the reactants [CH2:1]([O:3][C:4](=[O:31])[C:5]([O:8][C:9]1[CH:14]=[CH:13][C:12]([O:15][CH2:16][CH2:17][C:18]2[N:19]=[C:20]([C:24]3[CH:29]=[CH:28][C:27](Br)=[CH:26][CH:25]=3)[O:21][C:22]=2[CH3:23])=[CH:11][CH:10]=1)([CH3:7])[CH3:6])[CH3:2].[C:32]([O:36][C:37]([N:39]1[CH:43]=[CH:42][CH:41]=[C:40]1B(O)O)=[O:38])([CH3:35])([CH3:34])[CH3:33].C(O)C.C([O-])([O-])=O.[Na+].[Na+], predict the reaction product. The product is: [C:32]([O:36][C:37]([N:39]1[CH:43]=[CH:42][CH:41]=[C:40]1[C:27]1[CH:28]=[CH:29][C:24]([C:20]2[O:21][C:22]([CH3:23])=[C:18]([CH2:17][CH2:16][O:15][C:12]3[CH:13]=[CH:14][C:9]([O:8][C:5]([C:4]([O:3][CH2:1][CH3:2])=[O:31])([CH3:7])[CH3:6])=[CH:10][CH:11]=3)[N:19]=2)=[CH:25][CH:26]=1)=[O:38])([CH3:35])([CH3:33])[CH3:34]. (5) Given the reactants [CH3:1][N:2]([C@H:23]1[C:32]2[C:27](=[CH:28][CH:29]=[CH:30][CH:31]=2)[CH2:26][CH2:25][CH2:24]1)[C:3]([C:5]1[N:6]=[C:7]([CH:10]2[CH2:15][CH2:14][N:13](C(OC(C)(C)C)=O)[CH2:12][CH2:11]2)[S:8][CH:9]=1)=[O:4].[ClH:33], predict the reaction product. The product is: [ClH:33].[CH3:1][N:2]([C@H:23]1[C:32]2[C:27](=[CH:28][CH:29]=[CH:30][CH:31]=2)[CH2:26][CH2:25][CH2:24]1)[C:3]([C:5]1[N:6]=[C:7]([CH:10]2[CH2:11][CH2:12][NH:13][CH2:14][CH2:15]2)[S:8][CH:9]=1)=[O:4]. (6) Given the reactants [C:1]([C:3]1[S:7][CH:6]=[N:5][C:4]=1[CH2:8][OH:9])#[CH:2].[C:10]1([C:16]([C:24]2[CH:29]=[CH:28][CH:27]=[CH:26][CH:25]=2)([C:18]2[CH:23]=[CH:22][CH:21]=[CH:20][CH:19]=2)[SH:17])[CH:15]=[CH:14][CH:13]=[CH:12][CH:11]=1.CC(C)([O-])C.[K+], predict the reaction product. The product is: [OH:9][CH2:8][C:4]1[N:5]=[CH:6][S:7][C:3]=1/[CH:1]=[CH:2]\[S:17][C:16]([C:10]1[CH:15]=[CH:14][CH:13]=[CH:12][CH:11]=1)([C:24]1[CH:25]=[CH:26][CH:27]=[CH:28][CH:29]=1)[C:18]1[CH:19]=[CH:20][CH:21]=[CH:22][CH:23]=1. (7) Given the reactants [Cl:1][C:2]1[S:10][C:5]2[N:6]=[C:7]([CH3:9])[S:8][C:4]=2[CH:3]=1.[Br:11][CH2:12][C:13]([OH:15])=[O:14].C1(C(C)C)C=CC=CC=1, predict the reaction product. The product is: [Br-:11].[C:13]([CH2:12][N+:6]1[C:5]2[S:10][C:2]([Cl:1])=[CH:3][C:4]=2[S:8][C:7]=1[CH3:9])([OH:15])=[O:14]. (8) Given the reactants Br[C:2]1[C:3]([O:18][CH2:19][C:20]([F:23])([F:22])[F:21])=[N:4][CH:5]=[C:6]([CH:17]=1)[C:7]([NH:9][C@@H:10]1[CH2:15][CH2:14][CH2:13][CH2:12][C@H:11]1[OH:16])=[O:8].[Cl:24][C:25]1[CH:26]=[C:27](B(O)O)[CH:28]=[CH:29][C:30]=1[Cl:31].C(=O)([O-])[O-].[Na+].[Na+], predict the reaction product. The product is: [Cl:24][C:25]1[CH:26]=[C:27]([C:2]2[C:3]([O:18][CH2:19][C:20]([F:23])([F:22])[F:21])=[N:4][CH:5]=[C:6]([CH:17]=2)[C:7]([NH:9][C@@H:10]2[CH2:15][CH2:14][CH2:13][CH2:12][C@H:11]2[OH:16])=[O:8])[CH:28]=[CH:29][C:30]=1[Cl:31].